Dataset: Full USPTO retrosynthesis dataset with 1.9M reactions from patents (1976-2016). Task: Predict the reactants needed to synthesize the given product. (1) Given the product [CH:10]1([S:9][C:4]2[C:3]([CH2:2][O:29][C:26]3[CH:27]=[CH:28][C:23]([CH:21]4[CH2:22][CH:20]4[C:18]([OH:19])=[O:17])=[CH:24][C:25]=3[F:30])=[CH:8][CH:7]=[CH:6][N:5]=2)[CH2:14][CH2:13][CH2:12][CH2:11]1, predict the reactants needed to synthesize it. The reactants are: Cl[CH2:2][C:3]1[C:4]([S:9][CH:10]2[CH2:14][CH2:13][CH2:12][CH2:11]2)=[N:5][CH:6]=[CH:7][CH:8]=1.C([O:17][C:18]([CH:20]1[CH2:22][CH:21]1[C:23]1[CH:28]=[CH:27][C:26]([OH:29])=[C:25]([F:30])[CH:24]=1)=[O:19])C. (2) Given the product [CH2:13]([N:20]1[CH2:24][CH2:23][C@@H:22]([OH:25])[CH2:21]1)[C:14]1[CH:15]=[CH:16][CH:17]=[CH:18][CH:19]=1, predict the reactants needed to synthesize it. The reactants are: C(N1CCCC1)C1C=CC=CC=1.[CH2:13]([N:20]1[CH2:24][CH2:23][CH:22]([OH:25])[CH2:21]1)[C:14]1[CH:19]=[CH:18][CH:17]=[CH:16][CH:15]=1.CCCCCCCC.CCCCCCCCCC. (3) Given the product [CH2:11]([NH:18][CH2:19][CH2:20][C:21]1[CH:26]=[CH:25][C:24]([O:27][C:2]2[CH:10]=[CH:9][C:5]([C:6]([NH2:8])=[O:7])=[CH:4][N:3]=2)=[CH:23][CH:22]=1)[C:12]1[CH:13]=[CH:14][CH:15]=[CH:16][CH:17]=1, predict the reactants needed to synthesize it. The reactants are: Cl[C:2]1[CH:10]=[CH:9][C:5]([C:6]([NH2:8])=[O:7])=[CH:4][N:3]=1.[CH2:11]([NH:18][CH2:19][CH2:20][C:21]1[CH:26]=[CH:25][C:24]([OH:27])=[CH:23][CH:22]=1)[C:12]1[CH:17]=[CH:16][CH:15]=[CH:14][CH:13]=1.C(=O)([O-])[O-].[K+].[K+].CC(N(C)C)=O. (4) Given the product [Cl:42][C:7]1[C:6]([C:8]([F:9])([F:11])[F:10])=[CH:5][C:4]([C:12]2[CH:13]=[CH:14][C:15]([C:18]([NH:20][CH2:21][CH2:22][C:23]([OH:25])=[O:24])=[O:19])=[N:16][CH:17]=2)=[C:3]([CH2:26][NH:27][C:28]2[CH:33]=[CH:32][C:31]([C:34]3[CH:39]=[CH:38][C:37]([Cl:40])=[CH:36][CH:35]=3)=[C:30]([Cl:41])[CH:29]=2)[CH:2]=1, predict the reactants needed to synthesize it. The reactants are: Cl[C:2]1[C:3]([CH2:26][NH:27][C:28]2[CH:33]=[CH:32][C:31]([C:34]3[CH:39]=[CH:38][C:37]([Cl:40])=[CH:36][CH:35]=3)=[C:30]([Cl:41])[CH:29]=2)=[C:4]([C:12]2[CH:13]=[CH:14][C:15]([C:18]([NH:20][CH2:21][CH2:22][C:23]([OH:25])=[O:24])=[O:19])=[N:16][CH:17]=2)[CH:5]=[C:6]([C:8]([F:11])([F:10])[F:9])[CH:7]=1.[Cl:42]C1C=CC(C2C=CC(N)=CC=2)=C(C)C=1.